Task: Binary Classification. Given a drug SMILES string, predict its activity (active/inactive) in a high-throughput screening assay against a specified biological target.. Dataset: Cav3 T-type calcium channel HTS with 100,875 compounds The molecule is o1c(Cn2c(nc3c2cccc3)C(NC(=O)c2ccccc2)CCC)ccc1C(OC)=O. The result is 0 (inactive).